Dataset: Reaction yield outcomes from USPTO patents with 853,638 reactions. Task: Predict the reaction yield, written as a fraction of the theoretical maximum amount of product (1.0 means a 100% yield; for example, 0.34 means a 34% yield). The reactants are [OH:1][N:2]=[C:3]([C:5]1[CH:10]=[CH:9][CH:8]=[C:7](S(C)(=O)=O)[CH:6]=1)[NH2:4].[N:15]1([CH2:20]C2C=CC(C#N)=CC=2)[CH:19]=[CH:18][N:17]=[CH:16]1. No catalyst specified. The product is [OH:1][N:2]=[C:3]([C:5]1[CH:10]=[CH:9][C:8]([CH2:20][N:15]2[CH:19]=[CH:18][N:17]=[CH:16]2)=[CH:7][CH:6]=1)[NH2:4]. The yield is 0.940.